The task is: Predict the product of the given reaction.. This data is from Forward reaction prediction with 1.9M reactions from USPTO patents (1976-2016). Given the reactants [CH3:1][C:2]([O:5][C:6](=[O:19])[CH2:7][N:8]1[C:16]2[C:11](=[N:12][C:13](Cl)=[N:14][C:15]=2[NH2:17])[N:10]=[CH:9]1)([CH3:4])[CH3:3].[N:20]1([C:26]([O:28][C:29]([CH3:32])([CH3:31])[CH3:30])=[O:27])[CH2:25][CH2:24][NH:23][CH2:22][CH2:21]1.O.C(OCC)(=O)C, predict the reaction product. The product is: [C:29]([O:28][C:26]([N:20]1[CH2:25][CH2:24][N:23]([C:13]2[N:12]=[C:11]3[C:16]([N:8]([CH2:7][C:6]([O:5][C:2]([CH3:4])([CH3:3])[CH3:1])=[O:19])[CH:9]=[N:10]3)=[C:15]([NH2:17])[N:14]=2)[CH2:22][CH2:21]1)=[O:27])([CH3:32])([CH3:30])[CH3:31].